Dataset: Catalyst prediction with 721,799 reactions and 888 catalyst types from USPTO. Task: Predict which catalyst facilitates the given reaction. Product: [Br:1][C:2]1[CH:3]=[C:4]2[N:10]([CH2:11][CH2:12][N:13]3[CH2:14][CH2:15][N:16]([S:28]([CH3:27])(=[O:30])=[O:29])[CH2:17][CH2:18]3)[C:9](=[O:19])[NH:8][C:5]2=[N:6][CH:7]=1. Reactant: [Br:1][C:2]1[CH:3]=[C:4]2[N:10]([CH2:11][CH2:12][N:13]3[CH2:18][CH2:17][NH:16][CH2:15][CH2:14]3)[C:9](=[O:19])[NH:8][C:5]2=[N:6][CH:7]=1.C(N(CC)CC)C.[CH3:27][S:28](Cl)(=[O:30])=[O:29]. The catalyst class is: 22.